This data is from Full USPTO retrosynthesis dataset with 1.9M reactions from patents (1976-2016). The task is: Predict the reactants needed to synthesize the given product. (1) Given the product [F:24][C:25]1[CH:32]=[CH:31][CH:30]=[CH:29][C:26]=1[CH2:27][O:1][C:2]1[CH:3]=[C:4]2[C:9](=[CH:10][CH:11]=1)[C:8](=[O:12])[N:7]([CH:13]([CH3:17])[C:14]([NH2:16])=[O:15])[CH2:6][CH2:5]2, predict the reactants needed to synthesize it. The reactants are: [OH:1][C:2]1[CH:3]=[C:4]2[C:9](=[CH:10][CH:11]=1)[C:8](=[O:12])[N:7]([CH:13]([CH3:17])[C:14]([NH2:16])=[O:15])[CH2:6][CH2:5]2.C(=O)([O-])[O-].[K+].[K+].[F:24][C:25]1[CH:32]=[CH:31][CH:30]=[CH:29][C:26]=1[CH2:27]Br.O. (2) Given the product [N:11]1[CH:12]=[CH:13][CH:14]=[N:15][C:10]=1[NH:7][C@H:4]1[CH2:5][CH2:6][C@H:1]([NH2:8])[CH2:2][CH2:3]1, predict the reactants needed to synthesize it. The reactants are: [C@H:1]1([NH2:8])[CH2:6][CH2:5][C@H:4]([NH2:7])[CH2:3][CH2:2]1.Cl[C:10]1[N:15]=[CH:14][CH:13]=[CH:12][N:11]=1. (3) The reactants are: [F:1][C:2]1[CH:7]=[CH:6][CH:5]=[C:4]([F:8])[C:3]=1[C:9]1[CH:10]=[C:11]2[C:15](=[CH:16][CH:17]=1)[N:14]([CH:18]1[CH2:23][CH2:22][CH2:21][CH2:20][O:19]1)[N:13]=[C:12]2[C:24]1[N:29]=[C:28]([N:30]2[CH2:35][CH2:34][C@H:33]([OH:36])[C@H:32]([OH:37])[CH2:31]2)[CH:27]=[N:26][CH:25]=1. Given the product [F:8][C:4]1[CH:5]=[CH:6][CH:7]=[C:2]([F:1])[C:3]=1[C:9]1[CH:10]=[C:11]2[C:15](=[CH:16][CH:17]=1)[NH:14][N:13]=[C:12]2[C:24]1[N:29]=[C:28]([N:30]2[CH2:35][CH2:34][C@H:33]([OH:36])[C@H:32]([OH:37])[CH2:31]2)[CH:27]=[N:26][CH:25]=1.[F:1][C:2]1[CH:7]=[CH:6][CH:5]=[C:4]([F:8])[C:3]=1[C:9]1[CH:10]=[C:11]2[C:15](=[CH:16][CH:17]=1)[N:14]([CH:18]1[CH2:23][CH2:22][CH2:21][CH2:20][O:19]1)[N:13]=[C:12]2[C:24]1[N:29]=[C:28]([N:30]2[CH2:35][CH2:34][CH:33]([OH:36])[CH:32]([OH:37])[CH2:31]2)[CH:27]=[N:26][CH:25]=1, predict the reactants needed to synthesize it. (4) The reactants are: [Br:1][C:2]1[CH:3]=[CH:4][C:5]([O:10][CH2:11][CH:12]2[CH2:14][O:13]2)=[C:6]([CH:9]=1)C=O.C1C=C(Cl)C=C([C:22]([O:24]O)=[O:23])C=1.C(=O)(O)[O-].[Na+]. Given the product [CH:22]([O:24][C:6]1[CH:9]=[C:2]([Br:1])[CH:3]=[CH:4][C:5]=1[O:10][CH2:11][CH:12]1[CH2:14][O:13]1)=[O:23], predict the reactants needed to synthesize it. (5) Given the product [Cl:1][C:2]1[C:10]2[N:9]=[C:8]([NH:11][C:12]3[CH:17]=[C:16]([Cl:18])[CH:15]=[C:14]([Cl:19])[CH:13]=3)[N:7]([CH2:20][CH2:21][CH2:22][CH2:23][OH:24])[C:6]=2[C:5]([CH:28]([CH2:31][CH3:32])[CH2:29][CH3:30])=[CH:4][CH:3]=1, predict the reactants needed to synthesize it. The reactants are: [Cl:1][C:2]1[C:10]2[N:9]=[C:8]([NH:11][C:12]3[CH:17]=[C:16]([Cl:18])[CH:15]=[C:14]([Cl:19])[CH:13]=3)[N:7]([CH2:20][CH2:21][CH2:22][C:23](OCC)=[O:24])[C:6]=2[C:5]([CH:28]([CH2:31][CH3:32])[CH2:29][CH3:30])=[CH:4][CH:3]=1.[BH4-].[Li+].O.